This data is from NCI-60 drug combinations with 297,098 pairs across 59 cell lines. The task is: Regression. Given two drug SMILES strings and cell line genomic features, predict the synergy score measuring deviation from expected non-interaction effect. (1) Drug 1: CS(=O)(=O)OCCCCOS(=O)(=O)C. Drug 2: CC1C(C(CC(O1)OC2CC(CC3=C2C(=C4C(=C3O)C(=O)C5=C(C4=O)C(=CC=C5)OC)O)(C(=O)CO)O)N)O.Cl. Cell line: SNB-19. Synergy scores: CSS=30.0, Synergy_ZIP=-3.13, Synergy_Bliss=-7.82, Synergy_Loewe=-31.5, Synergy_HSA=-6.81. (2) Drug 1: CN1CCC(CC1)COC2=C(C=C3C(=C2)N=CN=C3NC4=C(C=C(C=C4)Br)F)OC. Drug 2: C1=CC(=CC=C1CCC2=CNC3=C2C(=O)NC(=N3)N)C(=O)NC(CCC(=O)O)C(=O)O. Cell line: SK-OV-3. Synergy scores: CSS=29.7, Synergy_ZIP=-9.66, Synergy_Bliss=-9.29, Synergy_Loewe=-11.7, Synergy_HSA=-5.70.